Dataset: Forward reaction prediction with 1.9M reactions from USPTO patents (1976-2016). Task: Predict the product of the given reaction. (1) Given the reactants [F:1][C:2]([F:16])([F:15])[C:3]1[CH:4]=[C:5]([CH2:13][OH:14])[CH:6]=[C:7]([C:9]([F:12])([F:11])[F:10])[CH:8]=1.Cl[CH2:18][C:19]1[CH:24]=[CH:23][CH:22]=[CH:21][C:20]=1[C:25]1[CH:30]=[CH:29][CH:28]=[CH:27][CH:26]=1.O.C(Cl)Cl, predict the reaction product. The product is: [F:1][C:2]([F:15])([F:16])[C:3]1[CH:4]=[C:5]([CH:6]=[C:7]([C:9]([F:10])([F:11])[F:12])[CH:8]=1)[CH2:13][O:14][CH2:18][C:19]1[CH:24]=[CH:23][CH:22]=[CH:21][C:20]=1[C:25]1[CH:30]=[CH:29][CH:28]=[CH:27][CH:26]=1. (2) Given the reactants [Cl:1][C:2]1[N:3]=[C:4]([N:11]2[CH2:16][CH2:15][O:14][CH2:13][CH2:12]2)[C:5]2[S:10][CH:9]=[N:8][C:6]=2[N:7]=1.C[Si]([N-][Si](C)(C)C)(C)C.[Li+].CN([CH:30]=[O:31])C.Cl, predict the reaction product. The product is: [Cl:1][C:2]1[N:3]=[C:4]([N:11]2[CH2:12][CH2:13][O:14][CH2:15][CH2:16]2)[C:5]2[S:10][C:9]([CH:30]=[O:31])=[N:8][C:6]=2[N:7]=1. (3) Given the reactants C(O)(C(F)(F)F)=O.C(OC(=O)[NH:14][C@H:15]([CH3:29])[CH2:16][O:17][C:18]1[C:23]([F:24])=[CH:22][CH:21]=[C:20]([N+:25]([O-:27])=[O:26])[C:19]=1F)(C)(C)C.C1(C)C=CC=CC=1, predict the reaction product. The product is: [F:24][C:23]1[C:18]2[O:17][CH2:16][C@@H:15]([CH3:29])[NH:14][C:19]=2[C:20]([N+:25]([O-:27])=[O:26])=[CH:21][CH:22]=1. (4) Given the reactants [C:1](=[NH:14])([C:8]1[CH:13]=[CH:12][CH:11]=[CH:10][CH:9]=1)[C:2]1[CH:7]=[CH:6][CH:5]=[CH:4][CH:3]=1.C(=O)([O-])[O-].[Cs+].[Cs+].Br[C:22]1[CH:23]=[C:24]([N:32]2[CH2:36][CH:35]([CH3:37])[O:34][C:33]2=[O:38])[CH:25]=[C:26]([C:28]([F:31])([F:30])[F:29])[CH:27]=1.CCOC(C)=O, predict the reaction product. The product is: [C:2]1([C:1](=[N:14][C:22]2[CH:23]=[C:24]([N:32]3[CH2:36][CH:35]([CH3:37])[O:34][C:33]3=[O:38])[CH:25]=[C:26]([C:28]([F:29])([F:30])[F:31])[CH:27]=2)[C:8]2[CH:9]=[CH:10][CH:11]=[CH:12][CH:13]=2)[CH:7]=[CH:6][CH:5]=[CH:4][CH:3]=1. (5) Given the reactants [NH2:1][C@H:2]([CH2:7][C:8]1[CH:13]=[CH:12][C:11]([CH2:14][CH3:15])=[C:10]([CH2:16][CH3:17])[CH:9]=1)[C:3]([O:5][CH3:6])=[O:4].C(N(C(C)C)C(C)C)C.[NH:27]1[CH2:32][CH2:31][CH:30]([N:33]2[CH2:39][CH2:38][C:37]3[CH:40]=[CH:41][CH:42]=[CH:43][C:36]=3[NH:35][C:34]2=[O:44])[CH2:29][CH2:28]1.C1C[O:48][CH2:47]C1, predict the reaction product. The product is: [CH2:16]([C:10]1[CH:9]=[C:8]([CH2:7][C@@H:2]([NH:1][C:47]([N:27]2[CH2:28][CH2:29][CH:30]([N:33]3[CH2:39][CH2:38][C:37]4[CH:40]=[CH:41][CH:42]=[CH:43][C:36]=4[NH:35][C:34]3=[O:44])[CH2:31][CH2:32]2)=[O:48])[C:3]([O:5][CH3:6])=[O:4])[CH:13]=[CH:12][C:11]=1[CH2:14][CH3:15])[CH3:17]. (6) Given the reactants [F:1][C:2]1[CH:7]=[CH:6][C:5]([O:8][CH3:9])=[CH:4][C:3]=1[C:10]1[C:11]([C:26](OCC)=[O:27])=[CH:12][C:13]([O:16][CH2:17][C:18]2[CH:23]=[CH:22][C:21]([O:24][CH3:25])=[CH:20][CH:19]=2)=[CH:14][CH:15]=1.[C:31]([Li])([CH3:34])([CH3:33])[CH3:32].[Cl-].[NH4+], predict the reaction product. The product is: [F:1][C:2]1[CH:7]=[CH:6][C:5]([O:8][CH3:9])=[CH:4][C:3]=1[C:10]1[CH:15]=[CH:14][C:13]([O:16][CH2:17][C:18]2[CH:19]=[CH:20][C:21]([O:24][CH3:25])=[CH:22][CH:23]=2)=[CH:12][C:11]=1[C:26](=[O:27])[C:31]([CH3:34])([CH3:33])[CH3:32].